Dataset: Catalyst prediction with 721,799 reactions and 888 catalyst types from USPTO. Task: Predict which catalyst facilitates the given reaction. (1) Product: [Cl:1][C:2]1[CH:3]=[C:4]([CH:5]2[O:9][C:15]([CH3:17])([CH3:16])[O:7][C:6]2=[O:8])[CH:10]=[CH:11][CH:12]=1. Reactant: [Cl:1][C:2]1[CH:3]=[C:4]([CH:10]=[CH:11][CH:12]=1)[C@@H:5]([OH:9])[C:6]([OH:8])=[O:7].CO[C:15](OC)([CH3:17])[CH3:16]. The catalyst class is: 48. (2) Reactant: [S:1](Cl)(Cl)(=[O:3])=[O:2].[CH:6]1([NH2:12])[CH2:11][CH2:10][CH2:9][CH2:8][CH2:7]1.C([N:15]([CH2:18][CH3:19])CC)C.O. Product: [CH:6]1([NH:12][S:1]([NH:15][CH:18]2[CH2:19][CH2:8][CH2:7][CH2:6][CH2:11]2)(=[O:3])=[O:2])[CH2:11][CH2:10][CH2:9][CH2:8][CH2:7]1. The catalyst class is: 4. (3) Reactant: [NH2:1][C:2]1[N:7]=[C:6]([S:8][CH2:9][C:10]2[CH:15]=[CH:14][CH:13]=[CH:12][C:11]=2[F:16])[N:5]=[C:4]([NH:17][C@H:18]([CH3:21])[CH2:19][OH:20])[CH:3]=1.[N:22]([O-])=[O:23].[Na+]. Product: [NH2:1][C:2]1[N:7]=[C:6]([S:8][CH2:9][C:10]2[CH:15]=[CH:14][CH:13]=[CH:12][C:11]=2[F:16])[N:5]=[C:4]([NH:17][C@H:18]([CH3:21])[CH2:19][OH:20])[C:3]=1[N:22]=[O:23]. The catalyst class is: 86. (4) Product: [ClH:21].[F:20][C:9]1([C:6]2[CH:5]=[CH:4][C:3]([C:1]#[N:2])=[CH:8][CH:7]=2)[CH2:10][NH:11][CH2:12]1. Reactant: [C:1]([C:3]1[CH:8]=[CH:7][C:6]([C:9]2([F:20])[CH2:12][N:11](C(OC(C)(C)C)=O)[CH2:10]2)=[CH:5][CH:4]=1)#[N:2].[ClH:21]. The catalyst class is: 12.